Dataset: Catalyst prediction with 721,799 reactions and 888 catalyst types from USPTO. Task: Predict which catalyst facilitates the given reaction. (1) Reactant: [F:1][CH:2]([F:25])[O:3][CH2:4][C@@H:5]([O:7][C:8]1[CH:9]=[C:10]([CH:21]=[C:22]([OH:24])[CH:23]=1)[C:11]([NH:13][C:14]1[CH:19]=[N:18][C:17]([CH3:20])=[CH:16][N:15]=1)=[O:12])[CH3:6].Cl[C:27]1[N:28]=[CH:29][C:30]([C:33]([N:35]([CH3:37])[CH3:36])=[O:34])=[N:31][CH:32]=1.C(=O)([O-])[O-].[K+].[K+].C(OCC)(=O)C. Product: [F:25][CH:2]([F:1])[O:3][CH2:4][C@@H:5]([O:7][C:8]1[CH:23]=[C:22]([CH:21]=[C:10]([C:11](=[O:12])[NH:13][C:14]2[CH:19]=[N:18][C:17]([CH3:20])=[CH:16][N:15]=2)[CH:9]=1)[O:24][C:27]1[N:28]=[CH:29][C:30]([C:33]([N:35]([CH3:37])[CH3:36])=[O:34])=[N:31][CH:32]=1)[CH3:6]. The catalyst class is: 10. (2) Reactant: [N:1]1([CH2:11][C:12]([OH:30])([CH2:17][C:18]([C:21]2[CH:26]=[C:25]([F:27])[CH:24]=[CH:23][C:22]=2[O:28][CH3:29])([CH3:20])[CH3:19])[C:13]([F:16])([F:15])[F:14])[C:10]2[C:5](=[CH:6][CH:7]=[CH:8][CH:9]=2)[NH:4][CH2:3][CH2:2]1.N1C=CC=CC=1.[O:37]1[CH:41]=[CH:40][CH:39]=[C:38]1[C:42](Cl)=[O:43]. Product: [F:27][C:25]1[CH:24]=[CH:23][C:22]([O:28][CH3:29])=[C:21]([C:18]([CH3:20])([CH3:19])[CH2:17][C:12]([OH:30])([C:13]([F:14])([F:15])[F:16])[CH2:11][N:1]2[C:10]3[C:5](=[CH:6][CH:7]=[CH:8][CH:9]=3)[N:4]([C:42]([C:38]3[O:37][CH:41]=[CH:40][CH:39]=3)=[O:43])[CH2:3][CH2:2]2)[CH:26]=1. The catalyst class is: 4. (3) Reactant: [CH3:1][C:2]1[CH:10]=[CH:9][CH:8]=[C:7]2[C:3]=1[CH2:4][C:5](=[O:11])[NH:6]2.[CH:12]([C:14]1[NH:18][C:17]2[CH2:19][CH2:20][CH2:21][CH2:22][CH2:23][C:16]=2[C:15]=1[CH2:24][CH2:25][C:26]([OH:28])=[O:27])=O.N1CCCCC1. Product: [CH3:1][C:2]1[CH:10]=[CH:9][CH:8]=[C:7]2[C:3]=1/[C:4](=[CH:12]/[C:14]1[NH:18][C:17]3[CH2:19][CH2:20][CH2:21][CH2:22][CH2:23][C:16]=3[C:15]=1[CH2:24][CH2:25][C:26]([OH:28])=[O:27])/[C:5](=[O:11])[NH:6]2. The catalyst class is: 8. (4) Reactant: C([Si](C(C)C)(C(C)C)[N:5]1[C:13]2[C:8](=[CH:9][CH:10]=[C:11]([N:14]3[CH2:19][CH2:18][N:17]4[CH2:20][CH2:21][CH2:22][CH2:23][CH:16]4[CH2:15]3)[CH:12]=2)[CH:7]=[CH:6]1)(C)C.[F-].[K+]. Product: [NH:5]1[C:13]2[C:8](=[CH:9][CH:10]=[C:11]([N:14]3[CH2:19][CH2:18][N:17]4[CH2:20][CH2:21][CH2:22][CH2:23][CH:16]4[CH2:15]3)[CH:12]=2)[CH:7]=[CH:6]1. The catalyst class is: 5. (5) Reactant: Cl[C:2]([O:4][CH2:5][CH3:6])=[O:3].C([N:14]1[CH2:26][C@H:25]2[C@H:17]([CH2:18][C:19]3[C:24]2=[CH:23][C:22]([Br:27])=[CH:21][C:20]=3[CH3:28])[CH2:16][CH2:15]1)C1C=CC=CC=1. Product: [CH2:5]([O:4][C:2]([N:14]1[CH2:26][C@H:25]2[C@H:17]([CH2:18][C:19]3[C:24]2=[CH:23][C:22]([Br:27])=[CH:21][C:20]=3[CH3:28])[CH2:16][CH2:15]1)=[O:3])[CH3:6]. The catalyst class is: 1. (6) Product: [CH2:1]([C:3]1[N:7]([C:8]2[C:16]3[O:15][CH2:14][C@@H:13]([NH:17][C:18]4[CH:30]=[CH:29][C:21]5[C@H:22]([CH2:25][C:26]([O-:28])=[O:27])[CH2:23][O:24][C:20]=5[CH:19]=4)[C:12]=3[CH:11]=[CH:10][CH:9]=2)[C:6]2[C:31]([F:36])=[C:32]([F:35])[CH:33]=[CH:34][C:5]=2[N:4]=1)[CH3:2].[Na+:38]. The catalyst class is: 841. Reactant: [CH2:1]([C:3]1[N:7]([C:8]2[C:16]3[O:15][CH2:14][C@@H:13]([NH:17][C:18]4[CH:30]=[CH:29][C:21]5[C@H:22]([CH2:25][C:26]([OH:28])=[O:27])[CH2:23][O:24][C:20]=5[CH:19]=4)[C:12]=3[CH:11]=[CH:10][CH:9]=2)[C:6]2[C:31]([F:36])=[C:32]([F:35])[CH:33]=[CH:34][C:5]=2[N:4]=1)[CH3:2].[OH-].[Na+:38]. (7) Reactant: [OH:1][CH2:2][C:3]1[CH:4]=[C:5]([CH2:13][CH2:14][C:15]([O:17]CC)=O)[CH:6]=[C:7]([O:9][CH:10]([CH3:12])[CH3:11])[CH:8]=1.[Cl:20][C:21]1[CH:26]=[C:25]([Cl:27])[CH:24]=[CH:23][C:22]=1O.C(P(CCCC)CCCC)CCC.N(C(N1CCCCC1)=O)=NC(N1CCCCC1)=O.[H-].C([Al+]CC(C)C)C(C)C.O.O.O.O.O.O.O.O.O.O.S([O-])([O-])(=O)=O.[Na+].[Na+]. Product: [Cl:20][C:21]1[CH:26]=[C:25]([Cl:27])[CH:24]=[CH:23][C:22]=1[O:1][CH2:2][C:3]1[CH:4]=[C:5]([CH2:13][CH2:14][CH2:15][OH:17])[CH:6]=[C:7]([O:9][CH:10]([CH3:11])[CH3:12])[CH:8]=1. The catalyst class is: 207.